Dataset: Forward reaction prediction with 1.9M reactions from USPTO patents (1976-2016). Task: Predict the product of the given reaction. (1) Given the reactants C(OC([NH:8][CH2:9][CH:10]1[CH2:15][CH2:14][N:13]([C:16]2[N:20]([CH3:21])[N:19]=[CH:18][C:17]=2[NH:22][C:23]([C:25]2[N:26]=[C:27](Br)[S:28][C:29]=2[NH:30]C(=O)OC(C)(C)C)=[O:24])[CH2:12][CH2:11]1)=O)CCC.[C:39]([C:41]1[CH:46]=[CH:45][C:44](B(O)O)=[CH:43][CH:42]=1)#[N:40], predict the reaction product. The product is: [NH2:30][C:29]1[S:28][C:27]([C:44]2[CH:45]=[CH:46][C:41]([C:39]#[N:40])=[CH:42][CH:43]=2)=[N:26][C:25]=1[C:23]([NH:22][C:17]1[CH:18]=[N:19][N:20]([CH3:21])[C:16]=1[N:13]1[CH2:12][CH2:11][CH:10]([CH2:9][NH2:8])[CH2:15][CH2:14]1)=[O:24]. (2) Given the reactants [C:1]1([NH2:8])[CH:6]=[CH:5][CH:4]=[CH:3][C:2]=1[NH2:7].[C:9]([C:17]1[C:18](=[O:28])[N:19]([CH3:27])[C:20](=[O:26])[N:21]([CH3:25])[C:22]=1[CH2:23]Br)(=O)[C:10]1[CH:15]=[CH:14][CH:13]=[CH:12][CH:11]=1, predict the reaction product. The product is: [NH2:7][C:2]1[CH:3]=[CH:4][CH:5]=[CH:6][C:1]=1[N:8]1[C:9]([C:10]2[CH:15]=[CH:14][CH:13]=[CH:12][CH:11]=2)=[C:17]2[C:22]([N:21]([CH3:25])[C:20](=[O:26])[N:19]([CH3:27])[C:18]2=[O:28])=[CH:23]1. (3) Given the reactants [CH2:1]([C:8]1[CH:13]=[CH:12][N:11]=[N:10][CH:9]=1)[C:2]1[CH:7]=[CH:6][CH:5]=[CH:4][CH:3]=1.[OH-:14].[Na+], predict the reaction product. The product is: [C:2]1([C:1]([C:8]2[CH:13]=[CH:12][N:11]=[N:10][CH:9]=2)=[O:14])[CH:3]=[CH:4][CH:5]=[CH:6][CH:7]=1. (4) Given the reactants Cl[C:2]1[C:11]2[C:6](=[CH:7][CH:8]=[CH:9][CH:10]=2)[C:5]([CH2:12][C:13]2[CH:18]=[CH:17][N:16]=[CH:15][CH:14]=2)=[N:4][N:3]=1.[NH2:19][C:20]1[CH:21]=[C:22]([OH:26])[CH:23]=[CH:24][CH:25]=1, predict the reaction product. The product is: [OH:26][C:22]1[CH:21]=[C:20]([CH:25]=[CH:24][CH:23]=1)[NH:19][C:2]1[C:11]2[C:6](=[CH:7][CH:8]=[CH:9][CH:10]=2)[C:5]([CH2:12][C:13]2[CH:18]=[CH:17][N:16]=[CH:15][CH:14]=2)=[N:4][N:3]=1. (5) Given the reactants [OH:1][NH:2][C:3]([C:5]1[C:14]2[C:9](=[CH:10][CH:11]=[CH:12][CH:13]=2)[CH:8]=[CH:7][N:6]=1)=[NH:4].[CH3:15][O:16][C:17]1[CH:18]=[C:19]([CH:23]=[CH:24][CH:25]=1)[C:20](O)=O, predict the reaction product. The product is: [CH3:15][O:16][C:17]1[CH:18]=[C:19]([C:20]2[O:1][N:2]=[C:3]([C:5]3[C:14]4[C:9](=[CH:10][CH:11]=[CH:12][CH:13]=4)[CH:8]=[CH:7][N:6]=3)[N:4]=2)[CH:23]=[CH:24][CH:25]=1. (6) Given the reactants [Cl:1][C:2]1[CH:3]=[C:4]([CH:18]=[C:19]([O:21][CH2:22][C:23]2[CH:28]=[C:27]([Cl:29])[CH:26]=[C:25]([Cl:30])[CH:24]=2)[CH:20]=1)[C:5]([NH:7][CH2:8][C:9]1[CH:14]=[CH:13][C:12]([C:15]#[N:16])=[CH:11][C:10]=1[OH:17])=[O:6].[CH2:31]([O:33][C:34](=[O:41])[CH2:35][NH:36][C:37](=[O:40])[CH2:38]Cl)[CH3:32].C(=O)([O-])[O-].[Cs+].[Cs+], predict the reaction product. The product is: [CH2:31]([O:33][C:34](=[O:41])[CH2:35][NH:36][C:37](=[O:40])[CH2:38][O:17][C:10]1[CH:11]=[C:12]([C:15]#[N:16])[CH:13]=[CH:14][C:9]=1[CH2:8][NH:7][C:5](=[O:6])[C:4]1[CH:18]=[C:19]([O:21][CH2:22][C:23]2[CH:24]=[C:25]([Cl:30])[CH:26]=[C:27]([Cl:29])[CH:28]=2)[CH:20]=[C:2]([Cl:1])[CH:3]=1)[CH3:32]. (7) Given the reactants [C:1]([O:5][C:6](=[O:29])[NH:7][C:8]([CH3:28])([CH3:27])[CH2:9][C:10]1[C:18]2[C:13](=[C:14]([CH2:19]S(C(F)(F)F)(=O)=O)[CH:15]=[CH:16][CH:17]=2)[NH:12][CH:11]=1)([CH3:4])([CH3:3])[CH3:2].[C:30]([C:32]1[CH:39]=[CH:38][C:35]([CH:36]=C)=[CH:34][CH:33]=1)#[N:31], predict the reaction product. The product is: [C:1]([O:5][C:6](=[O:29])[NH:7][C:8]([CH3:28])([CH3:27])[CH2:9][C:10]1[C:18]2[C:13](=[C:14]([CH:19]=[CH:36][C:35]3[CH:38]=[CH:39][C:32]([C:30]#[N:31])=[CH:33][CH:34]=3)[CH:15]=[CH:16][CH:17]=2)[NH:12][CH:11]=1)([CH3:4])([CH3:3])[CH3:2]. (8) Given the reactants C([O:8][N:9]([CH:21]=[O:22])[CH2:10][C@@H:11]([CH2:15][CH:16]1[CH2:20][CH2:19][CH2:18][CH2:17]1)[C:12]([OH:14])=O)C1C=CC=CC=1.Cl.ClC(Cl)(Cl)COC(=O)[N:29]([CH:40]1[CH2:45][CH2:44][N:43]([C:46](=[O:53])[C@@H:47]([NH2:52])[C:48]([CH3:51])([CH3:50])[CH3:49])[CH2:42][CH2:41]1)[CH2:30][C:31]1[O:32][CH:33]=[C:34]([O:38][CH3:39])[C:35](=[O:37])[CH:36]=1, predict the reaction product. The product is: [CH:16]1([CH2:15][C@H:11]([CH2:10][N:9]([CH:21]=[O:22])[OH:8])[C:12]([NH:52][C@H:47]([C:46]([N:43]2[CH2:44][CH2:45][CH:40]([NH:29][CH2:30][C:31]3[O:32][CH:33]=[C:34]([O:38][CH3:39])[C:35](=[O:37])[CH:36]=3)[CH2:41][CH2:42]2)=[O:53])[C:48]([CH3:51])([CH3:49])[CH3:50])=[O:14])[CH2:17][CH2:18][CH2:19][CH2:20]1. (9) Given the reactants Br[C:2]1[CH:3]=[CH:4][C:5]2[C:9]3[CH2:10][N:11]4[CH:15]([CH2:16][C:8]=3[N:7]([CH3:17])[C:6]=2[N:18]=1)[CH2:14][CH2:13][CH2:12]4.[Cl:19][C:20]1[CH:34]=[CH:33][C:23]([CH2:24][O:25][C:26]2[CH:31]=[CH:30][NH:29][C:28](=[O:32])[CH:27]=2)=[C:22]([F:35])[CH:21]=1, predict the reaction product. The product is: [ClH:19].[Cl:19][C:20]1[CH:34]=[CH:33][C:23]([CH2:24][O:25][C:26]2[CH:31]=[CH:30][N:29]([C:2]3[CH:3]=[CH:4][C:5]4[C:9]5[CH2:10][N:11]6[CH:15]([CH2:16][C:8]=5[N:7]([CH3:17])[C:6]=4[N:18]=3)[CH2:14][CH2:13][CH2:12]6)[C:28](=[O:32])[CH:27]=2)=[C:22]([F:35])[CH:21]=1. (10) The product is: [CH2:18]([O:17][CH:4]([O:3][CH2:1][CH3:2])[CH2:5][N:6]1[C:10]([NH:11][C:21]2[CH:26]=[C:25]([N+:27]([O-:29])=[O:28])[CH:24]=[CH:23][C:22]=2[CH3:30])=[CH:9][C:8]([C:12]2[S:16][CH:15]=[N:14][CH:13]=2)=[N:7]1)[CH3:19]. Given the reactants [CH2:1]([O:3][CH:4]([O:17][CH2:18][CH3:19])[CH2:5][N:6]1[C:10]([NH2:11])=[CH:9][C:8]([C:12]2[S:16][CH:15]=[N:14][CH:13]=2)=[N:7]1)[CH3:2].Br[C:21]1[CH:26]=[C:25]([N+:27]([O-:29])=[O:28])[CH:24]=[CH:23][C:22]=1[CH3:30].CC1(C)C2C(=C(P(C3C=CC=CC=3)C3C=CC=CC=3)C=CC=2)OC2C(P(C3C=CC=CC=3)C3C=CC=CC=3)=CC=CC1=2.C(=O)([O-])[O-].[Cs+].[Cs+], predict the reaction product.